From a dataset of Forward reaction prediction with 1.9M reactions from USPTO patents (1976-2016). Predict the product of the given reaction. (1) Given the reactants [F:1][C:2]1[CH:3]=[C:4]([OH:8])[CH:5]=[CH:6][CH:7]=1.Br[C:10]([CH3:17])([CH3:16])[C:11]([O:13][CH2:14][CH3:15])=[O:12].C([O-])([O-])=O.[K+].[K+].O, predict the reaction product. The product is: [F:1][C:2]1[CH:3]=[C:4]([CH:5]=[CH:6][CH:7]=1)[O:8][C:10]([CH3:17])([CH3:16])[C:11]([O:13][CH2:14][CH3:15])=[O:12]. (2) Given the reactants [OH:1][CH:2]1[CH:7]([NH:8][C:9](=[O:15])[O:10][C:11]([CH3:14])([CH3:13])[CH3:12])[CH:6]=[C:5]([C:16]2[CH:21]=[CH:20][N:19]=[CH:18][C:17]=2[N+:22]([O-:24])=[O:23])[CH2:4][CH:3]1[CH3:25].C(N(CC)CC)C.[CH3:33][S:34](Cl)(=[O:36])=[O:35].O, predict the reaction product. The product is: [CH3:33][S:34]([O:1][CH:2]1[CH:3]([CH3:25])[CH2:4][C:5]([C:16]2[CH:21]=[CH:20][N:19]=[CH:18][C:17]=2[N+:22]([O-:24])=[O:23])=[CH:6][CH:7]1[NH:8][C:9]([O:10][C:11]([CH3:12])([CH3:13])[CH3:14])=[O:15])(=[O:36])=[O:35]. (3) Given the reactants Cl[CH2:2][C:3]1[CH:8]=[CH:7][C:6]([O:9][CH3:10])=[CH:5][CH:4]=1.[I-].[Na+].[Cl:13][C:14]1[CH:15]=[CH:16][C:17]2[C:18]3[N:26]=[C:25]([C:27]4[CH:32]=[CH:31][C:30]([O:33][CH3:34])=[C:29]([F:35])[CH:28]=4)[CH:24]=[C:23]([C:36]([O:38][CH3:39])=[O:37])[C:19]=3[NH:20][C:21]=2[CH:22]=1.C([O-])([O-])=O.[K+].[K+], predict the reaction product. The product is: [Cl:13][C:14]1[CH:15]=[CH:16][C:17]2[C:18]3[N:26]=[C:25]([C:27]4[CH:32]=[CH:31][C:30]([O:33][CH3:34])=[C:29]([F:35])[CH:28]=4)[CH:24]=[C:23]([C:36]([O:38][CH3:39])=[O:37])[C:19]=3[N:20]([CH2:2][C:3]3[CH:8]=[CH:7][C:6]([O:9][CH3:10])=[CH:5][CH:4]=3)[C:21]=2[CH:22]=1. (4) Given the reactants [CH3:1][O:2]/[C:3](=[CH:9]\[CH:10]1[CH2:15][CH2:14][N:13]([S:16]([C:19]2[CH:24]=[CH:23][C:22]([O:25][C:26]([F:29])([F:28])[F:27])=[CH:21][CH:20]=2)(=[O:18])=[O:17])[CH2:12][CH2:11]1)/[C:4]([O:6]CC)=[O:5].[OH-].[Na+], predict the reaction product. The product is: [CH3:1][O:2]/[C:3](=[CH:9]\[CH:10]1[CH2:15][CH2:14][N:13]([S:16]([C:19]2[CH:20]=[CH:21][C:22]([O:25][C:26]([F:29])([F:28])[F:27])=[CH:23][CH:24]=2)(=[O:18])=[O:17])[CH2:12][CH2:11]1)/[C:4]([OH:6])=[O:5]. (5) Given the reactants [CH3:1][C:2]1([C:7]2[CH:12]=[CH:11][C:10]([OH:13])=[C:9]([N+:14]([O-])=O)[CH:8]=2)[O:6][CH2:5][CH2:4][O:3]1.C1CCCCC=1, predict the reaction product. The product is: [NH2:14][C:9]1[CH:8]=[C:7]([C:2]2([CH3:1])[O:3][CH2:4][CH2:5][O:6]2)[CH:12]=[CH:11][C:10]=1[OH:13]. (6) Given the reactants CS([O:5][C:6]([CH2:11][F:12])([C:9]#[CH:10])[CH2:7][F:8])(=O)=O.O[C:14]1[CH:19]=[CH:18][C:17]([C:20]([F:23])([F:22])[F:21])=[CH:16][CH:15]=1.C(N(C(C)C)CC)(C)C, predict the reaction product. The product is: [F:21][C:20]([F:23])([F:22])[C:17]1[CH:18]=[CH:19][C:14]([O:5][C:6]([CH2:11][F:12])([C:9]#[CH:10])[CH2:7][F:8])=[CH:15][CH:16]=1. (7) The product is: [C:17]([NH:16][C@H:15]([C:14]([O:13][CH:8]([CH3:7])[C:9]([OH:11])=[O:10])=[O:30])[CH:27]([CH3:28])[CH3:29])([O:19][CH2:20][C:21]1[CH:26]=[CH:25][CH:24]=[CH:23][CH:22]=1)=[O:18]. Given the reactants COC1C=CC([CH2:7][C:8]([O:13][C:14](=[O:30])[C@H:15]([CH:27]([CH3:29])[CH3:28])[NH:16][C:17]([O:19][CH2:20][C:21]2[CH:26]=[CH:25][CH:24]=[CH:23][CH:22]=2)=[O:18])(C)[C:9]([O-:11])=[O:10])=CC=1.FC(F)(F)C(O)=O, predict the reaction product.